Dataset: Full USPTO retrosynthesis dataset with 1.9M reactions from patents (1976-2016). Task: Predict the reactants needed to synthesize the given product. Given the product [ClH:18].[N:1]([C@H:4]1[C@H:9]([OH:10])[CH2:8][CH2:7][NH:6][CH2:5]1)=[N+:2]=[N-:3], predict the reactants needed to synthesize it. The reactants are: [N:1]([C@H:4]1[C@H:9]([OH:10])[CH2:8][CH2:7][N:6](C(OC(C)(C)C)=O)[CH2:5]1)=[N+:2]=[N-:3].[ClH:18].C(OCC)(=O)C.